From a dataset of Forward reaction prediction with 1.9M reactions from USPTO patents (1976-2016). Predict the product of the given reaction. (1) Given the reactants [C:1]([O:5][C:6]([N:8]1[CH2:13][CH:12]=[C:11]([C:14]2[CH:22]=[CH:21][C:17]([C:18]([OH:20])=O)=[CH:16][CH:15]=2)[CH2:10][CH2:9]1)=[O:7])([CH3:4])([CH3:3])[CH3:2].Cl.[Cl:24][C:25]1[CH:26]=[C:27]2[C:32](=[CH:33][CH:34]=1)[CH:31]=[C:30]([S:35]([N:38]1[CH2:43][CH2:42][NH:41][CH2:40][CH2:39]1)(=[O:37])=[O:36])[CH:29]=[CH:28]2, predict the reaction product. The product is: [C:1]([O:5][C:6]([N:8]1[CH2:13][CH:12]=[C:11]([C:14]2[CH:15]=[CH:16][C:17]([C:18]([N:41]3[CH2:40][CH2:39][N:38]([S:35]([C:30]4[CH:29]=[CH:28][C:27]5[C:32](=[CH:33][CH:34]=[C:25]([Cl:24])[CH:26]=5)[CH:31]=4)(=[O:37])=[O:36])[CH2:43][CH2:42]3)=[O:20])=[CH:21][CH:22]=2)[CH2:10][CH2:9]1)=[O:7])([CH3:3])([CH3:4])[CH3:2]. (2) Given the reactants [Cl:1][C:2]1[CH:7]=[CH:6][C:5]([C:8]2[N:12](CC=C)[C:11](=[O:16])[N:10]([CH2:17][C:18]([NH:20][C:21]([CH3:33])([C:23]3[CH:28]=[CH:27][CH:26]=[C:25]([C:29]([F:32])([F:31])[F:30])[CH:24]=3)[CH3:22])=[O:19])[N:9]=2)=[CH:4][CH:3]=1.C(N(CC)CC)C.C(O)=O, predict the reaction product. The product is: [Cl:1][C:2]1[CH:7]=[CH:6][C:5]([C:8]2[NH:12][C:11](=[O:16])[N:10]([CH2:17][C:18]([NH:20][C:21]([CH3:33])([C:23]3[CH:28]=[CH:27][CH:26]=[C:25]([C:29]([F:30])([F:31])[F:32])[CH:24]=3)[CH3:22])=[O:19])[N:9]=2)=[CH:4][CH:3]=1. (3) The product is: [CH3:1][C:2]1[O:3][C:4]2[CH:10]=[C:9]([CH:11]=[C:12]3[S:16][C:15](=[N:28][CH2:27][CH2:26][N:20]4[CH2:25][CH2:24][CH2:23][CH2:22][CH2:21]4)[NH:14][C:13]3=[O:19])[CH:8]=[CH:7][C:5]=2[N:6]=1. Given the reactants [CH3:1][C:2]1[O:3][C:4]2[CH:10]=[C:9]([CH:11]=[C:12]3[S:16][C:15](SC)=[N:14][C:13]3=[O:19])[CH:8]=[CH:7][C:5]=2[N:6]=1.[N:20]1([CH2:26][CH2:27][NH2:28])[CH2:25][CH2:24][CH2:23][CH2:22][CH2:21]1.C(OCC)C, predict the reaction product. (4) Given the reactants [N:1]1[C:5]2[CH:6]=[CH:7][CH:8]=[CH:9][C:4]=2[NH:3][C:2]=1[CH2:10][C:11]#[N:12].[C:13]([CH:16]([CH2:22][C:23]([O:25][CH2:26][CH3:27])=[O:24])[C:17](OCC)=[O:18])(=O)[CH3:14].C([O-])(=O)C.[NH4+], predict the reaction product. The product is: [CH2:26]([O:25][C:23]([CH2:22][C:16]1[C:17](=[O:18])[N:3]2[C:2]([NH:1][C:5]3[CH:6]=[CH:7][CH:8]=[CH:9][C:4]=32)=[C:10]([C:11]#[N:12])[C:13]=1[CH3:14])=[O:24])[CH3:27]. (5) Given the reactants [CH2:1]([C:4]1[C:5]([O:15][CH2:16][C:17]2[CH:26]=[CH:25][C:24]3[C:19](=[CH:20][CH:21]=[CH:22][CH:23]=3)[N:18]=2)=[N:6][N:7]([CH2:9][C:10](OCC)=[O:11])[CH:8]=1)[CH2:2][CH3:3].[H-].C([Al+]CC(C)C)C(C)C.C(O)C.[Cl-].[NH4+], predict the reaction product. The product is: [CH2:1]([C:4]1[C:5]([O:15][CH2:16][C:17]2[CH:26]=[CH:25][C:24]3[C:19](=[CH:20][CH:21]=[CH:22][CH:23]=3)[N:18]=2)=[N:6][N:7]([CH2:9][CH2:10][OH:11])[CH:8]=1)[CH2:2][CH3:3]. (6) The product is: [C:12]([C:11]1[CH:10]([C:14]2[CH:19]=[CH:18][C:17]3[O:20][CH2:21][O:22][C:16]=3[CH:15]=2)[C:9]2[C:4](=[CH:5][C:6]([N:23]([CH3:25])[CH3:24])=[CH:7][CH:8]=2)[O:3][C:2]=1[NH:1][C:32](=[O:35])[CH2:33][CH3:34])#[N:13]. Given the reactants [NH2:1][C:2]1[O:3][C:4]2[C:9]([CH:10]([C:14]3[CH:19]=[CH:18][C:17]4[O:20][CH2:21][O:22][C:16]=4[CH:15]=3)[C:11]=1[C:12]#[N:13])=[CH:8][CH:7]=[C:6]([N:23]([CH3:25])[CH3:24])[CH:5]=2.N1C=CC=CC=1.[C:32](Cl)(=[O:35])[CH2:33][CH3:34], predict the reaction product. (7) The product is: [F:35][C:3]1[CH:4]=[CH:5][C:6]2[N:10]=[C:9]([CH:11]([NH:13][C:14]3[N:22]=[CH:21][N:20]=[C:19]4[C:15]=3[N:16]=[CH:17][NH:18]4)[CH3:12])[N:8]([C:29]3[CH:34]=[CH:33][CH:32]=[CH:31][CH:30]=3)[C:7]=2[C:2]=1[OH:66]. Given the reactants Br[C:2]1[C:7]2[N:8]([C:29]3[CH:34]=[CH:33][CH:32]=[CH:31][CH:30]=3)[C:9]([C@@H:11]([NH:13][C:14]3[N:22]=[CH:21][N:20]=[C:19]4[C:15]=3[N:16]=[CH:17][N:18]4C3CCCCO3)[CH3:12])=[N:10][C:6]=2[CH:5]=[CH:4][C:3]=1[F:35].C(P(C(C)(C)C)C1C=CC=CC=1C1C(C(C)C)=CC(C(C)C)=CC=1C(C)C)(C)(C)C.[OH-:66].[K+], predict the reaction product. (8) Given the reactants C[O:2][C:3](=[O:24])[CH2:4][N:5]1[C:9]([C:10]2[CH:15]=[CH:14][CH:13]=[CH:12][CH:11]=2)=[N:8][C:7]([C:16]2[CH:21]=[CH:20][C:19]([O:22][CH3:23])=[CH:18][CH:17]=2)=[N:6]1.[Li+].[OH-].Cl, predict the reaction product. The product is: [CH3:23][O:22][C:19]1[CH:18]=[CH:17][C:16]([C:7]2[N:8]=[C:9]([C:10]3[CH:15]=[CH:14][CH:13]=[CH:12][CH:11]=3)[N:5]([CH2:4][C:3]([OH:24])=[O:2])[N:6]=2)=[CH:21][CH:20]=1. (9) The product is: [Br:7][C:8]1[CH:9]=[C:10]2[C:15](=[CH:16][CH:17]=1)[N:14]=[C:13]([O:18][CH3:19])[C:12]1[C:20]([CH3:32])([O:27][CH2:28][CH:29]([OH:30])[CH2:31][N:43]3[CH:44]=[CH:45][C:41]([C:38]4[CH:37]=[CH:36][C:35]([C:34]([F:33])([F:46])[F:47])=[CH:40][CH:39]=4)=[N:42]3)[C:21]3[C:26]([C:11]2=1)=[CH:25][CH:24]=[CH:23][CH:22]=3. Given the reactants C(=O)([O-])[O-].[K+].[K+].[Br:7][C:8]1[CH:9]=[C:10]2[C:15](=[CH:16][CH:17]=1)[N:14]=[C:13]([O:18][CH3:19])[C:12]1[C:20]([CH3:32])([O:27][CH2:28][CH:29]3[CH2:31][O:30]3)[C:21]3[C:26]([C:11]2=1)=[CH:25][CH:24]=[CH:23][CH:22]=3.[F:33][C:34]([F:47])([F:46])[C:35]1[CH:40]=[CH:39][C:38]([C:41]2[CH:45]=[CH:44][NH:43][N:42]=2)=[CH:37][CH:36]=1, predict the reaction product. (10) Given the reactants [NH2:1][C:2]1[CH:3]=[CH:4][C:5]([F:29])=[C:6]([C@:8]23[CH2:16][O:15][C@H:14]([C:17]([F:20])([F:19])[F:18])[C@H:13]2[CH2:12][S:11][C:10]([NH:21]C(=O)OC(C)(C)C)=[N:9]3)[CH:7]=1.[F:30][C:31]([F:42])([F:41])[C:32]1[N:33]=[CH:34][C:35]([C:38](O)=[O:39])=[N:36][CH:37]=1, predict the reaction product. The product is: [NH2:21][C:10]1[S:11][CH2:12][C@@H:13]2[C@@H:14]([C:17]([F:19])([F:20])[F:18])[O:15][CH2:16][C@:8]2([C:6]2[CH:7]=[C:2]([NH:1][C:38]([C:35]3[CH:34]=[N:33][C:32]([C:31]([F:41])([F:30])[F:42])=[CH:37][N:36]=3)=[O:39])[CH:3]=[CH:4][C:5]=2[F:29])[N:9]=1.